This data is from Catalyst prediction with 721,799 reactions and 888 catalyst types from USPTO. The task is: Predict which catalyst facilitates the given reaction. (1) Reactant: Cl.CN(C)CCCN=C=NCC.[C:13]([O:17][C:18]([NH:20][CH:21]([CH2:25][NH:26][C:27]1[CH:32]=[CH:31][CH:30]=[CH:29][C:28]=1[NH2:33])[C:22]([OH:24])=O)=[O:19])([CH3:16])([CH3:15])[CH3:14].[C:34]([O:37][CH2:38]C)(=[O:36])[CH3:35]. Product: [CH3:38][O:37][C:34](=[O:36])[CH2:35][N:33]1[C:22](=[O:24])[CH:21]([NH:20][C:18]([O:17][C:13]([CH3:14])([CH3:15])[CH3:16])=[O:19])[CH2:25][NH:26][C:27]2[CH:32]=[CH:31][CH:30]=[CH:29][C:28]1=2. The catalyst class is: 9. (2) Reactant: [F:1][C:2]1[CH:9]=[CH:8][CH:7]=[CH:6][C:3]=1[CH:4]=[CH2:5].C(=O)(O)[O-].[Na+].[Cl:15][CH2:16][C:17](=[O:22])[C:18](Cl)=[N:19][OH:20]. Product: [Cl:15][CH2:16][C:17]([C:18]1[CH2:5][CH:4]([C:3]2[CH:6]=[CH:7][CH:8]=[CH:9][C:2]=2[F:1])[O:20][N:19]=1)=[O:22]. The catalyst class is: 11. (3) Reactant: [CH2:1]([O:4][C:5]1([CH3:34])[CH2:10][CH2:9][N:8]([C:11]2[N:16]3[N:17]=[C:18]([CH2:20]I)[CH:19]=[C:15]3[N:14]=[C:13]([CH3:22])[C:12]=2[C@H:23]([O:29][C:30]([CH3:33])([CH3:32])[CH3:31])[C:24]([O:26]CC)=[O:25])[CH2:7][CH2:6]1)[CH:2]=[CH2:3].[F:35][C:36]1[CH:41]=[C:40]([F:42])[CH:39]=[C:38]([O:43][C@H:44]([CH2:46][CH:47]=[CH2:48])[CH3:45])[C:37]=1[CH2:49][OH:50].[H-].[Na+]. Product: [CH2:1]([O:4][C:5]1([CH3:34])[CH2:10][CH2:9][N:8]([C:11]2[N:16]3[N:17]=[C:18]([CH2:20][O:50][CH2:49][C:37]4[C:38]([O:43][C@H:44]([CH2:46][CH:47]=[CH2:48])[CH3:45])=[CH:39][C:40]([F:42])=[CH:41][C:36]=4[F:35])[CH:19]=[C:15]3[N:14]=[C:13]([CH3:22])[C:12]=2[C@H:23]([O:29][C:30]([CH3:33])([CH3:32])[CH3:31])[C:24]([OH:26])=[O:25])[CH2:7][CH2:6]1)[CH:2]=[CH2:3]. The catalyst class is: 31. (4) Reactant: [Cl:1][C:2]1[CH:7]=[CH:6][C:5]([C:8]([F:11])([F:10])[F:9])=[CH:4][C:3]=1[NH:12][C:13]1[O:17][C:16]([C:18]2[CH:23]=[CH:22][C:21]([OH:24])=[CH:20][CH:19]=2)=[N:15][N:14]=1.C[Si]([N-][Si](C)(C)C)(C)C.[K+].Br[C:36]1[CH:37]=[N:38][CH:39]=[N:40][CH:41]=1.C([O-])([O-])=O.[K+].[K+]. Product: [N:38]1[CH:37]=[C:36]([O:24][C:21]2[CH:22]=[CH:23][C:18]([C:16]3[O:17][C:13]([NH:12][C:3]4[CH:4]=[C:5]([C:8]([F:9])([F:10])[F:11])[CH:6]=[CH:7][C:2]=4[Cl:1])=[N:14][N:15]=3)=[CH:19][CH:20]=2)[CH:41]=[N:40][CH:39]=1. The catalyst class is: 121.